Dataset: Reaction yield outcomes from USPTO patents with 853,638 reactions. Task: Predict the reaction yield, written as a fraction of the theoretical maximum amount of product (1.0 means a 100% yield; for example, 0.34 means a 34% yield). (1) The reactants are [Br:1][C:2]1[CH:7]=[CH:6][CH:5]=[CH:4][C:3]=1I.C[Si](C)(C)[C:11]#[C:12][CH3:13].C(N(CC)CC)C.[F-].F[N+](F)(F)F.O1CCCC1. The catalyst is [Cu]I.C1C=CC([P]([Pd]([P](C2C=CC=CC=2)(C2C=CC=CC=2)C2C=CC=CC=2)([P](C2C=CC=CC=2)(C2C=CC=CC=2)C2C=CC=CC=2)[P](C2C=CC=CC=2)(C2C=CC=CC=2)C2C=CC=CC=2)(C2C=CC=CC=2)C2C=CC=CC=2)=CC=1. The product is [Br:1][C:2]1[CH:7]=[CH:6][CH:5]=[CH:4][C:3]=1[C:11]#[C:12][CH3:13]. The yield is 0.770. (2) The reactants are [CH2:1]([N:3]1[CH:7]=[C:6]([C:8]2[CH:13]=[CH:12][N:11]=[C:10]3[N:14]([S:25]([C:28]4[CH:33]=[CH:32][CH:31]=[CH:30][CH:29]=4)(=[O:27])=[O:26])[C:15]([C:17]4[CH:24]=[CH:23][C:20]([CH:21]=O)=[CH:19][CH:18]=4)=[CH:16][C:9]=23)[C:5]([C:34]2[CH:39]=[CH:38][C:37]([N+:40]([O-:42])=[O:41])=[CH:36][CH:35]=2)=[N:4]1)[CH3:2].[NH:43]1[CH2:47][CH2:46][CH2:45][CH2:44]1.C(O[BH-](OC(=O)C)OC(=O)C)(=O)C.[Na+]. The catalyst is O1CCCC1. The product is [CH2:1]([N:3]1[CH:7]=[C:6]([C:8]2[CH:13]=[CH:12][N:11]=[C:10]3[N:14]([S:25]([C:28]4[CH:29]=[CH:30][CH:31]=[CH:32][CH:33]=4)(=[O:27])=[O:26])[C:15]([C:17]4[CH:18]=[CH:19][C:20]([CH2:21][N:43]5[CH2:47][CH2:46][CH2:45][CH2:44]5)=[CH:23][CH:24]=4)=[CH:16][C:9]=23)[C:5]([C:34]2[CH:35]=[CH:36][C:37]([N+:40]([O-:42])=[O:41])=[CH:38][CH:39]=2)=[N:4]1)[CH3:2]. The yield is 0.930. (3) The reactants are [F:1][C:2]1[CH:3]=[N:4][C:5]2[C:10]([C:11]=1[C:12](=[CH2:17])[C:13]([O:15][CH3:16])=[O:14])=[N:9][C:8]([O:18][CH3:19])=[CH:7][CH:6]=2.CC([N:24]([CH2:28][C@@H:29]1[O:34][CH2:33][CH2:32][NH:31][CH2:30]1)[C:25](=[O:27])[O-:26])(C)C. No catalyst specified. The product is [CH3:2][C:11]([O:26][C:25]([NH:24][CH2:28][C@@H:29]1[O:34][CH2:33][CH2:32][N:31]([CH2:17][CH:12]([C:11]2[C:10]3[C:5](=[CH:6][CH:7]=[C:8]([O:18][CH3:19])[N:9]=3)[N:4]=[CH:3][C:2]=2[F:1])[C:13]([O:15][CH3:16])=[O:14])[CH2:30]1)=[O:27])([CH3:12])[CH3:10]. The yield is 1.00. (4) The reactants are [H-].[Na+].[Cl:3][C:4]1[CH:9]=[CH:8][C:7]([OH:10])=[CH:6][N:5]=1.Cl[CH2:12][O:13][CH3:14]. The catalyst is CN(C=O)C.C(OCC)(=O)C.O.[Cl-].[Na+]. The product is [Cl:3][C:4]1[CH:9]=[CH:8][C:7]([O:10][CH2:12][O:13][CH3:14])=[CH:6][N:5]=1. The yield is 0.810. (5) The reactants are [ClH:1].[Cl:2][C:3]1[CH:8]=[CH:7][C:6]([CH2:9][CH:10]([NH:30]C(=O)[O-])[C:11]([N:13]2[CH2:18][CH2:17][N:16]([C:19]3[C:20]4[CH2:27][S:26](=[O:29])(=[O:28])[CH2:25][C:21]=4[N:22]=[CH:23][N:24]=3)[CH2:15][CH2:14]2)=[O:12])=[CH:5][CH:4]=1. The catalyst is O1CCOCC1.C(Cl)Cl. The product is [ClH:2].[ClH:1].[NH2:30][C@H:10]([CH2:9][C:6]1[CH:7]=[CH:8][C:3]([Cl:2])=[CH:4][CH:5]=1)[C:11]([N:13]1[CH2:18][CH2:17][N:16]([C:19]2[C:20]3[CH2:27][S:26](=[O:29])(=[O:28])[CH2:25][C:21]=3[N:22]=[CH:23][N:24]=2)[CH2:15][CH2:14]1)=[O:12]. The yield is 1.00. (6) The reactants are ClC(Cl)(Cl)C([C:5]1[CH:10]=[CH:9][C:8]([C:11]2[O:12][C:13]([CH2:16][CH3:17])=[N:14][N:15]=2)=[CH:7][CH:6]=1)O.[OH-:20].[Na+].[O:22]1[CH2:27][CH2:26][O:25][CH2:24]C1. The catalyst is CO. The product is [CH2:16]([C:13]1[O:12][C:11]([C:8]2[CH:7]=[CH:6][C:5]([CH:26]([O:25][CH3:24])[C:27]([OH:22])=[O:20])=[CH:10][CH:9]=2)=[N:15][N:14]=1)[CH3:17]. The yield is 0.730. (7) The reactants are [C:1]([C:5]1[NH:6][C:7]2[C:12]([CH:13]=1)=[C:11]([F:14])[CH:10]=[CH:9][CH:8]=2)([CH3:4])([CH3:3])[CH3:2].[N+:15]([O-])([O-:17])=[O:16].[K+].O. The catalyst is OS(O)(=O)=O. The product is [C:1]([C:5]1[NH:6][C:7]2[C:12]([CH:13]=1)=[C:11]([F:14])[C:10]([N+:15]([O-:17])=[O:16])=[CH:9][CH:8]=2)([CH3:4])([CH3:2])[CH3:3]. The yield is 0.730. (8) The catalyst is C(Cl)(Cl)Cl. The product is [Br:13][C:4]1[C:3]2[CH:9]=[CH:10][CH:11]=[CH:12][C:2]=2[S:1][C:5]=1[CH2:6][CH2:7][OH:8]. The yield is 1.00. The reactants are [S:1]1[C:5]([CH2:6][CH2:7][OH:8])=[CH:4][C:3]2[CH:9]=[CH:10][CH:11]=[CH:12][C:2]1=2.[Br:13]Br.C([O-])(O)=O.[Na+]. (9) The reactants are C(O)(C(F)(F)F)=O.[CH3:8][O:9][C:10](=[O:28])[C:11]1[CH:16]=[CH:15][C:14]([NH:17][CH:18]2[CH2:24][CH:23]3[N:25]([CH3:26])[CH:20]([CH2:21][CH2:22]3)[CH2:19]2)=[C:13]([OH:27])[CH:12]=1.F[C:30]1[CH:35]=[CH:34][CH:33]=[CH:32][C:31]=1[N+]([O-])=O.C(=O)([O-])[O-].[K+].[K+]. The catalyst is CN(C=O)C. The product is [CH3:8][O:9][C:10]([C:11]1[CH:16]=[CH:15][C:14]2[N:17]([CH:18]3[CH2:19][CH:20]4[N:25]([CH3:26])[CH:23]([CH2:22][CH2:21]4)[CH2:24]3)[C:30]3[C:35]([O:27][C:13]=2[CH:12]=1)=[CH:34][CH:33]=[CH:32][CH:31]=3)=[O:28]. The yield is 0.880.